This data is from Reaction yield outcomes from USPTO patents with 853,638 reactions. The task is: Predict the reaction yield, written as a fraction of the theoretical maximum amount of product (1.0 means a 100% yield; for example, 0.34 means a 34% yield). (1) The reactants are Cl[C:2]1[C:3]2[N:11]=[C:10]([C:12]3[CH:17]=[CH:16][C:15]([O:18][CH3:19])=[C:14]([CH3:20])[CH:13]=3)[CH:9]=[CH:8][C:4]=2[N:5]=[CH:6][N:7]=1.[NH:21]1[CH2:26][CH2:25][NH:24][CH2:23][CH2:22]1. The catalyst is C(O)(C)C. The product is [N:21]1([C:2]2[C:3]3[N:11]=[C:10]([C:12]4[CH:17]=[CH:16][C:15]([O:18][CH3:19])=[C:14]([CH3:20])[CH:13]=4)[CH:9]=[CH:8][C:4]=3[N:5]=[CH:6][N:7]=2)[CH2:26][CH2:25][NH:24][CH2:23][CH2:22]1. The yield is 0.780. (2) The reactants are CS(O)(=O)=O.[NH2:6][CH2:7][C:8]1[CH:9]=[C:10]2[C:14](=[CH:15][CH:16]=1)[C:13](=[O:17])[N:12]([CH:18]1[CH2:23][CH2:22][C:21](=[O:24])[NH:20][C:19]1=[O:25])[CH2:11]2.[Cl:26][C:27]1[CH:32]=[C:31]([Cl:33])[CH:30]=[CH:29][C:28]=1[N:34]=[C:35]=[O:36].C(N(CC)CC)C.Cl. The catalyst is C(#N)C. The product is [Cl:26][C:27]1[CH:32]=[C:31]([Cl:33])[CH:30]=[CH:29][C:28]=1[NH:34][C:35]([NH:6][CH2:7][C:8]1[CH:9]=[C:10]2[C:14](=[CH:15][CH:16]=1)[C:13](=[O:17])[N:12]([CH:18]1[CH2:23][CH2:22][C:21](=[O:24])[NH:20][C:19]1=[O:25])[CH2:11]2)=[O:36]. The yield is 0.960. (3) The reactants are [C:1]([CH2:3][P:4](=[O:11])([O:8][CH2:9][CH3:10])[O:5][CH2:6][CH3:7])#[N:2].[CH3:12][Si:13]([N-][Si:13]([CH3:15])([CH3:14])[CH3:12])([CH3:15])[CH3:14].[Na+].Br[CH2:23][C:24]([CH3:41])=[CH:25][CH2:26][C:27]1[C:35]([OH:36])=[C:34]2[C:30]([CH2:31][O:32][C:33]2=[O:37])=[C:29]([CH3:38])[C:28]=1[O:39][CH3:40].[Cl-].[NH4+].[CH2:44]1[CH2:48]OCC1. No catalyst specified. The product is [CH2:6]([O:5][P:4]([CH:3]([C:1]#[N:2])[CH2:23][C:24]([CH3:41])=[CH:25][CH2:26][C:27]1[C:35]([O:36][CH2:48][CH2:44][Si:13]([CH3:15])([CH3:14])[CH3:12])=[C:34]2[C:30](=[C:29]([CH3:38])[C:28]=1[O:39][CH3:40])[CH2:31][O:32][C:33]2=[O:37])(=[O:11])[O:8][CH2:9][CH3:10])[CH3:7]. The yield is 0.900. (4) The reactants are [Br:1][C:2]1[CH:7]=[CH:6][C:5]([C:8]2[N:9]=[C:10]([NH:13][C:14]3([CH2:17][OH:18])[CH2:16][CH2:15]3)[S:11][CH:12]=2)=[CH:4][CH:3]=1.[C:19](N1C=CN=C1)(N1C=CN=C1)=[O:20]. The catalyst is C(#N)C. The product is [Br:1][C:2]1[CH:3]=[CH:4][C:5]([C:8]2[N:9]=[C:10]([N:13]3[C:19](=[O:20])[O:18][CH2:17][C:14]43[CH2:15][CH2:16]4)[S:11][CH:12]=2)=[CH:6][CH:7]=1. The yield is 0.750. (5) The reactants are [CH2:1]([O:8][C:9]1[CH:10]=[C:11]([CH:24]=[CH:25][C:26]=1[O:27][CH2:28][C:29]1[CH:34]=[CH:33][CH:32]=[CH:31][CH:30]=1)[C:12]1[O:13][C:14]2[C:19]([C:20](=[O:22])[CH:21]=1)=[CH:18][CH:17]=[C:16]([OH:23])[CH:15]=2)[C:2]1[CH:7]=[CH:6][CH:5]=[CH:4][CH:3]=1.C([O-])([O-])=O.[K+].[K+].Br[CH2:42][CH2:43][CH2:44][Cl:45]. The catalyst is CS(C)=O. The product is [Cl:45][CH2:44][CH2:43][CH2:42][O:23][C:16]1[CH:15]=[C:14]2[C:19]([C:20](=[O:22])[CH:21]=[C:12]([C:11]3[CH:24]=[CH:25][C:26]([O:27][CH2:28][C:29]4[CH:34]=[CH:33][CH:32]=[CH:31][CH:30]=4)=[C:9]([O:8][CH2:1][C:2]4[CH:3]=[CH:4][CH:5]=[CH:6][CH:7]=4)[CH:10]=3)[O:13]2)=[CH:18][CH:17]=1. The yield is 0.950. (6) The reactants are S1C=C[C:3]([C:6]2C=CC=C[C:7]=2[NH:12]CCCC(OC(C)(C)C)=O)=C1.[S:23]1[CH:27]=[CH:26][C:25](B(O)O)=[CH:24]1.C(=O)([O-])[O-].[K+].[K+].[C:50]1(P([C:50]2[CH:55]=[CH:54][CH:53]=[CH:52][CH:51]=2)[C:50]2[CH:55]=[CH:54][CH:53]=[CH:52][CH:51]=2)[CH:55]=[CH:54][CH:53]=[CH:52][CH:51]=1. The catalyst is O1CCOCC1.O.[Cl-].[Na+].O.C([O-])(=O)C.[Pd+2].C([O-])(=O)C. The product is [S:23]1[CH:27]=[CH:26][C:25]([C:53]2[CH:52]=[CH:51][C:50]([CH:6]([CH3:3])[CH2:7][NH2:12])=[CH:55][CH:54]=2)=[CH:24]1. The yield is 0.600. (7) The reactants are [NH2:1][C:2]1[CH:10]=[C:9]([I:11])[CH:8]=[CH:7][C:3]=1[C:4]([NH2:6])=[O:5].[C:12](OCC)(=O)[C:13]([O:15][CH2:16][CH3:17])=[O:14]. The catalyst is C(O)(=O)C.O. The product is [I:11][C:9]1[CH:10]=[C:2]2[C:3]([C:4](=[O:5])[NH:6][C:12]([C:13]([O:15][CH2:16][CH3:17])=[O:14])=[N:1]2)=[CH:7][CH:8]=1. The yield is 0.760.